From a dataset of Forward reaction prediction with 1.9M reactions from USPTO patents (1976-2016). Predict the product of the given reaction. (1) Given the reactants [OH:1][C:2]1[CH:10]=[CH:9][C:5]([C:6]([OH:8])=[O:7])=[CH:4][CH:3]=1.[CH3:11][NH:12][C@H:13]([CH2:15]/[CH:16]=[CH:17]/[C:18]1[CH:19]=[N:20][CH:21]=[C:22]([O:24][CH:25]([CH3:27])[CH3:26])[CH:23]=1)[CH3:14].C(O)(C)C, predict the reaction product. The product is: [OH:1][C:2]1[CH:10]=[CH:9][C:5]([C:6]([OH:8])=[O:7])=[CH:4][CH:3]=1.[CH3:11][NH:12][C@H:13]([CH2:15]/[CH:16]=[CH:17]/[C:18]1[CH:19]=[N:20][CH:21]=[C:22]([O:24][CH:25]([CH3:27])[CH3:26])[CH:23]=1)[CH3:14]. (2) Given the reactants [Cl:1][C:2]1[CH:9]=[C:6]([CH:7]=O)[C:5]([OH:10])=[CH:4][CH:3]=1.[F:11][C:12]([F:21])([F:20])/[CH:13]=[CH:14]/[C:15]([O:17][CH2:18][CH3:19])=[O:16].C([O-])([O-])=O.[K+].[K+], predict the reaction product. The product is: [Cl:1][C:2]1[CH:3]=[CH:4][C:5]2[O:10][CH:13]([C:12]([F:11])([F:21])[F:20])[C:14]([C:15]([O:17][CH2:18][CH3:19])=[O:16])=[CH:7][C:6]=2[CH:9]=1.